From a dataset of Peptide-MHC class I binding affinity with 185,985 pairs from IEDB/IMGT. Regression. Given a peptide amino acid sequence and an MHC pseudo amino acid sequence, predict their binding affinity value. This is MHC class I binding data. (1) The peptide sequence is YLNTPGLPV. The MHC is HLA-A02:01 with pseudo-sequence HLA-A02:01. The binding affinity (normalized) is 0.723. (2) The peptide sequence is SLSSPDSAY. The binding affinity (normalized) is 0.699. The MHC is HLA-B15:02 with pseudo-sequence HLA-B15:02. (3) The peptide sequence is CNLTDQTEI. The MHC is H-2-Kb with pseudo-sequence H-2-Kb. The binding affinity (normalized) is 0.0814.